The task is: Binary Classification. Given a miRNA mature sequence and a target amino acid sequence, predict their likelihood of interaction.. This data is from Experimentally validated miRNA-target interactions with 360,000+ pairs, plus equal number of negative samples. (1) The miRNA is mmu-miR-1904 with sequence GUUCUGCUCCUCUGGAGGGAGG. The protein sequence of the target gene is MATCADILRSEFPEIDGQVFDYVTGVLHSGSADFESVDDLVEAVGELLQEVSGDSKDDAGIRAVCQRMYNTLRLAEPQNQGNSQVLLDAPIQLSKIMENYDCDTKLPGLLKREQSSTVNAKKLEKAEARLKAKQEKRSEKETLKTSNPLVLEEASASQAGSRKESRLESSGKNKSYDVRIENFDVSFGDRVLLAGADVNLAWGRRYGLVGRNGLGKTTLLKMLATRSLRVPAHISLLHVEQEVAGDDTPALQSVLESDTVREDLLRQERELSLRIAAGRAEGSEAAQLAEIYGKLEEIEA.... Result: 0 (no interaction). (2) The miRNA is mmu-miR-466p-3p with sequence AUACAUACACGCACACAUAAGA. The protein sequence of the target gene is MNVTSLFSFTSPAVKRLLGWKQGDEEEKWAEKAVDALVKKLKKKKGAMEELEKALSCPGQPSNCVTIPRSLDGRLQVSHRKGLPHVIYCRVWRWPDLQSHHELKPLECCEFPFGSKQKEVCINPYHYKRVESPVLPPVLVPRHSEYNPQHSLLAQFRNLGQNEPHMPLNATFPDSFQQPNSHPFPHSPNSSYPNSPGGSSSTYPHSPTSSDPGSPFQMPADTPPPAYLPPEDPMAQDGSQPMDTNMMAPPLPAEISRGDVQAVAYEEPKHWCSIVYYELNNRVGEAFHASSTSVLVDGFT.... Result: 0 (no interaction).